This data is from Peptide-MHC class I binding affinity with 185,985 pairs from IEDB/IMGT. The task is: Regression. Given a peptide amino acid sequence and an MHC pseudo amino acid sequence, predict their binding affinity value. This is MHC class I binding data. (1) The peptide sequence is SPRWYFYYL. The MHC is HLA-B35:01 with pseudo-sequence HLA-B35:01. The binding affinity (normalized) is 0.211. (2) The peptide sequence is VGFPTHRHI. The MHC is HLA-A26:01 with pseudo-sequence HLA-A26:01. The binding affinity (normalized) is 0. (3) The peptide sequence is SLASIGTSF. The MHC is HLA-B15:17 with pseudo-sequence HLA-B15:17. The binding affinity (normalized) is 0.582. (4) The peptide sequence is RLKHGTFGPV. The MHC is HLA-A02:17 with pseudo-sequence HLA-A02:17. The binding affinity (normalized) is 0.0847. (5) The binding affinity (normalized) is 0.151. The MHC is HLA-A02:03 with pseudo-sequence HLA-A02:03. The peptide sequence is RQLTSNVDV. (6) The peptide sequence is HTQGYFPDW. The MHC is HLA-A68:02 with pseudo-sequence HLA-A68:02. The binding affinity (normalized) is 0.282.